Dataset: Forward reaction prediction with 1.9M reactions from USPTO patents (1976-2016). Task: Predict the product of the given reaction. (1) Given the reactants C([C:8]([NH2:12])([OH:11])[CH2:9][CH3:10])(OC(C)(C)C)=O.[CH3:13][CH:14]([C:28]([OH:30])=[O:29])[C:15]1[CH:16]=[CH:17][C:18]([C:22]2[CH:23]=[CH:24][CH:25]=[CH:26][CH:27]=2)=[C:19]([F:21])[CH:20]=1.[ClH:31].C(OCC)(=O)C.C(OCC)C, predict the reaction product. The product is: [NH2:12][CH:8]([OH:11])[CH2:9][CH3:10].[CH3:13][CH:14]([C:28]([OH:30])=[O:29])[C:15]1[CH:16]=[CH:17][C:18]([C:22]2[CH:27]=[CH:26][CH:25]=[CH:24][CH:23]=2)=[C:19]([F:21])[CH:20]=1.[ClH:31]. (2) Given the reactants C(Cl)(=O)C(Cl)=O.CS(C)=O.[OH:11][CH2:12][C@H:13]1[CH2:18][CH2:17][C@H:16]([C:19]([O:21][CH2:22][C:23]2[CH:28]=[CH:27][CH:26]=[CH:25][CH:24]=2)=[O:20])[CH2:15][CH2:14]1.C(N(CC)CC)C, predict the reaction product. The product is: [CH:12]([C@H:13]1[CH2:18][CH2:17][C@H:16]([C:19]([O:21][CH2:22][C:23]2[CH:24]=[CH:25][CH:26]=[CH:27][CH:28]=2)=[O:20])[CH2:15][CH2:14]1)=[O:11]. (3) Given the reactants [F:1][C:2]1[C:7]2[N:8]=[CH:9][O:10][C:6]=2[CH:5]=[C:4]([C:11]([OH:13])=[O:12])[C:3]=1[NH:14][C:15]1[CH:20]=[CH:19][CH:18]=[CH:17][C:16]=1[F:21].C1C(=O)N([I:29])C(=O)C1, predict the reaction product. The product is: [F:1][C:2]1[C:7]2[N:8]=[CH:9][O:10][C:6]=2[CH:5]=[C:4]([C:11]([OH:13])=[O:12])[C:3]=1[NH:14][C:15]1[CH:20]=[CH:19][C:18]([I:29])=[CH:17][C:16]=1[F:21]. (4) Given the reactants ClC1C=CC2SC=C(CN3CCN(C4SC(C(O)=O)=C(C)N=4)C3=O)C=2C=1.[C:27]1([CH2:37][N:38]2[CH2:42][CH2:41][N:40]([C:43]3[S:44][C:45]([C:49]([OH:51])=O)=[C:46]([CH3:48])[N:47]=3)[C:39]2=[O:52])[C:36]2[C:31](=[CH:32][CH:33]=[CH:34][CH:35]=2)[CH:30]=[CH:29][N:28]=1.[NH2:53][CH2:54][C:55]1[CH:56]=[N:57][CH:58]=[CH:59][CH:60]=1, predict the reaction product. The product is: [C:27]1([CH2:37][N:38]2[CH2:42][CH2:41][N:40]([C:43]3[S:44][C:45]([C:49]([NH:53][CH2:54][C:55]4[CH:56]=[N:57][CH:58]=[CH:59][CH:60]=4)=[O:51])=[C:46]([CH3:48])[N:47]=3)[C:39]2=[O:52])[C:36]2[C:31](=[CH:32][CH:33]=[CH:34][CH:35]=2)[CH:30]=[CH:29][N:28]=1. (5) Given the reactants [Cl:1][C:2]1[CH:7]=[CH:6][CH:5]=[CH:4][C:3]=1[C@H:8]([N:12]1[CH2:17][CH2:16][C:15]2[S:18][CH:19]=[CH:20][C:14]=2[CH2:13]1)[C:9]([OH:11])=[O:10].CC(C)=O.Cl, predict the reaction product. The product is: [ClH:1].[Cl:1][C:2]1[CH:7]=[CH:6][CH:5]=[CH:4][C:3]=1[C@H:8]([N:12]1[CH2:17][CH2:16][C:15]2[S:18][CH:19]=[CH:20][C:14]=2[CH2:13]1)[C:9]([OH:11])=[O:10].